Predict the product of the given reaction. From a dataset of Forward reaction prediction with 1.9M reactions from USPTO patents (1976-2016). (1) Given the reactants [CH3:1][O:2][C:3]([NH:5][C:6]1[CH:11]=[CH:10][C:9]([CH:12]([C:22]2[CH:27]=[CH:26][C:25]([NH:28][C:29]([O:31][CH3:32])=[O:30])=[CH:24][CH:23]=2)[CH2:13][CH2:14][NH:15]C(=O)C(F)(F)F)=[CH:8][CH:7]=1)=[O:4].CO.O1CCOCC1.C(=O)([O-])[O-].[K+].[K+], predict the reaction product. The product is: [CH3:32][O:31][C:29]([NH:28][C:25]1[CH:24]=[CH:23][C:22]([CH:12]([C:9]2[CH:8]=[CH:7][C:6]([NH:5][C:3]([O:2][CH3:1])=[O:4])=[CH:11][CH:10]=2)[CH2:13][CH2:14][NH2:15])=[CH:27][CH:26]=1)=[O:30]. (2) Given the reactants Cl.[Br:2][C:3]1[CH:9]=[CH:8][C:6]([NH2:7])=[CH:5][CH:4]=1.[NH:10]=[C:11]=[NH:12].C(=O)([O-])[O-].[K+].[K+], predict the reaction product. The product is: [Br:2][C:3]1[CH:9]=[CH:8][C:6]([NH:7][C:11]([NH2:12])=[NH:10])=[CH:5][CH:4]=1. (3) Given the reactants [H-].[H-].[H-].[H-].[Li+].[Al+3].[OH:7][CH2:8][C:9]1([C:15]#[N:16])[CH2:14][CH2:13][S:12][CH2:11][CH2:10]1, predict the reaction product. The product is: [NH2:16][CH2:15][C:9]1([CH2:8][OH:7])[CH2:14][CH2:13][S:12][CH2:11][CH2:10]1.